From a dataset of Reaction yield outcomes from USPTO patents with 853,638 reactions. Predict the reaction yield, written as a fraction of the theoretical maximum amount of product (1.0 means a 100% yield; for example, 0.34 means a 34% yield). The catalyst is C(#N)C. The reactants are [S:1]([N:5]=[C:6]=O)N=C=O.[Na].[N:9]1C=CC=C[CH:10]=1.CS(ON=C(Cl)[C@H:22]1[CH2:26][O:25][C:24]2([CH2:31][CH2:30][CH2:29][CH2:28][CH2:27]2)[O:23]1)(=O)=O.[Br:33][C:34]1[CH:35]=[C:36]([O:41][C:42]2[C:43]([CH3:48])=[N:44][CH:45]=[CH:46][CH:47]=2)[C:37]([NH2:40])=[N:38][CH:39]=1. The yield is 0.730. The product is [Br:33][C:34]1[CH:35]=[C:36]([O:41][C:42]2[C:43]([CH3:48])=[N:44][CH:45]=[CH:46][CH:47]=2)[C:37]([NH:40][C:10]2[S:1][N:5]=[C:6]([C@H:26]3[CH2:22][O:23][C:24]4([CH2:27][CH2:28][CH2:29][CH2:30][CH2:31]4)[O:25]3)[N:9]=2)=[N:38][CH:39]=1.